Dataset: Peptide-MHC class I binding affinity with 185,985 pairs from IEDB/IMGT. Task: Regression. Given a peptide amino acid sequence and an MHC pseudo amino acid sequence, predict their binding affinity value. This is MHC class I binding data. (1) The peptide sequence is ISYIMLIFF. The MHC is HLA-B57:01 with pseudo-sequence HLA-B57:01. The binding affinity (normalized) is 0.261. (2) The peptide sequence is LPRDRFKRT. The MHC is HLA-B08:01 with pseudo-sequence HLA-B08:01. The binding affinity (normalized) is 0.0832. (3) The peptide sequence is FTRCAVIPF. The MHC is HLA-B15:03 with pseudo-sequence HLA-B15:03. The binding affinity (normalized) is 0.844. (4) The binding affinity (normalized) is 0.0394. The peptide sequence is ELEKTRRKL. The MHC is HLA-A02:03 with pseudo-sequence HLA-A02:03. (5) The peptide sequence is TTVVRRRGR. The MHC is Patr-A0101 with pseudo-sequence Patr-A0101. The binding affinity (normalized) is 0.0377. (6) The binding affinity (normalized) is 0.592. The MHC is HLA-B15:01 with pseudo-sequence HLA-B15:01. The peptide sequence is RMNAVSTIL. (7) The peptide sequence is SRIGAWASK. The MHC is HLA-A31:01 with pseudo-sequence HLA-A31:01. The binding affinity (normalized) is 0.0847.